Task: Predict which catalyst facilitates the given reaction.. Dataset: Catalyst prediction with 721,799 reactions and 888 catalyst types from USPTO (1) Reactant: [CH:1]1([CH2:4][O:5][C:6]2[C:11]([O:12][CH3:13])=[CH:10][CH:9]=[CH:8][C:7]=2/[CH:14]=[CH:15]/[C:16]2[N:17]=[C:18]3[S:25][C:24]([CH3:26])=[CH:23][N:19]3[C:20](=[O:22])[CH:21]=2)[CH2:3][CH2:2]1.[I:27]N1C(=O)CCC1=O. Product: [CH:1]1([CH2:4][O:5][C:6]2[C:11]([O:12][CH3:13])=[CH:10][CH:9]=[CH:8][C:7]=2/[CH:14]=[CH:15]/[C:16]2[N:17]=[C:18]3[S:25][C:24]([CH3:26])=[CH:23][N:19]3[C:20](=[O:22])[C:21]=2[I:27])[CH2:3][CH2:2]1. The catalyst class is: 10. (2) Reactant: [CH3:1][C@@:2]12[C:18](=[O:19])[CH2:17][CH2:16][C@H:15]1[C@H:14]1[C@@H:5]([C:6]3[CH:7]=[CH:8][C:9]([OH:20])=[CH:10][C:11]=3[CH2:12][CH2:13]1)[CH2:4][CH2:3]2.Br[CH2:22][C:23]([O:25][CH2:26][C:27]1[CH:32]=[CH:31][CH:30]=[CH:29][CH:28]=1)=[O:24].C(=O)([O-])[O-].[K+].[K+].C1COCC1. Product: [O:19]=[C:18]1[CH2:17][CH2:16][C@H:15]2[C@H:14]3[C@H:5]([CH2:4][CH2:3][C@:2]12[CH3:1])[C:6]1[CH:7]=[CH:8][C:9]([O:20][CH2:22][C:23]([O:25][CH2:26][C:27]2[CH:32]=[CH:31][CH:30]=[CH:29][CH:28]=2)=[O:24])=[CH:10][C:11]=1[CH2:12][CH2:13]3. The catalyst class is: 6. (3) Reactant: [Cl:1][C:2]1[CH:7]=[CH:6][C:5]([C:8]2[C:17]3[C:12](=[CH:13][C:14]([S:18](OC4C(F)=C(F)C(F)=C(F)C=4F)(=[O:20])=[O:19])=[CH:15][CH:16]=3)[CH:11]=[CH:10][N:9]=2)=[C:4]([O:33][CH3:34])[CH:3]=1.[S:35]1[CH:39]=[CH:38][N:37]=[C:36]1[NH2:40].C1COCC1.C[Si]([N-][Si](C)(C)C)(C)C.[Li+]. Product: [Cl:1][C:2]1[CH:7]=[CH:6][C:5]([C:8]2[C:17]3[C:12](=[CH:13][C:14]([S:18]([NH:40][C:36]4[S:35][CH:39]=[CH:38][N:37]=4)(=[O:20])=[O:19])=[CH:15][CH:16]=3)[CH:11]=[CH:10][N:9]=2)=[C:4]([O:33][CH3:34])[CH:3]=1. The catalyst class is: 2.